Dataset: Full USPTO retrosynthesis dataset with 1.9M reactions from patents (1976-2016). Task: Predict the reactants needed to synthesize the given product. (1) Given the product [Br:31][CH2:21][CH2:22][NH:23][C:24](=[O:30])[O:25][C:26]([CH3:29])([CH3:28])[CH3:27], predict the reactants needed to synthesize it. The reactants are: C1(P(C2C=CC=CC=2)C2C=CC=CC=2)C=CC=CC=1.O[CH2:21][CH2:22][NH:23][C:24](=[O:30])[O:25][C:26]([CH3:29])([CH3:28])[CH3:27].[Br:31]N1C(=O)CCC1=O. (2) The reactants are: [CH2:1]([O:8][C:9]1[C:10]([C:15]#N)=N[CH:12]=[CH:13][CH:14]=1)[C:2]1[CH:7]=[CH:6][CH:5]=[CH:4][CH:3]=1.C[Mg]Br.O.S(=O)(=O)(O)O.[O:26]1CC[CH2:28][CH2:27]1. Given the product [CH2:1]([O:8][C:9]1[CH:14]=[CH:13][CH:12]=[CH:15][C:10]=1[C:27](=[O:26])[CH3:28])[C:2]1[CH:7]=[CH:6][CH:5]=[CH:4][CH:3]=1, predict the reactants needed to synthesize it. (3) Given the product [Cl:8][C:6]1[N:5]=[C:4]([CH3:9])[N:3]=[C:2]([NH:17][CH2:16][C:14]2[S:15][C:11]([CH3:10])=[N:12][N:13]=2)[CH:7]=1, predict the reactants needed to synthesize it. The reactants are: Cl[C:2]1[CH:7]=[C:6]([Cl:8])[N:5]=[C:4]([CH3:9])[N:3]=1.[CH3:10][C:11]1[S:15][C:14]([CH2:16][NH2:17])=[N:13][N:12]=1. (4) Given the product [OH:37][CH:11]1[CH2:10][CH2:9][CH2:8][C:7](=[O:22])[NH:6][CH2:5][C:4](=[O:23])[NH:3][C@H:2]([CH3:1])[C:16](=[O:17])[NH:15][C:14]2[CH:18]=[CH:19][CH:20]=[CH:21][C:13]=2[CH:12]1[OH:28], predict the reactants needed to synthesize it. The reactants are: [CH3:1][C@@H:2]1[C:16](=[O:17])[NH:15][C:14]2[CH:18]=[CH:19][CH:20]=[CH:21][C:13]=2[CH:12]=[CH:11][CH2:10][CH2:9][CH2:8][C:7](=[O:22])[NH:6][CH2:5][C:4](=[O:23])[NH:3]1.C[N+]1([O-])CC[O:28]CC1.CC(O)(C)C.[OH2:37]. (5) Given the product [OH:26][C:19]1[CH:20]=[CH:21][C:16]([CH3:7])=[CH:17][C:18]=1[CH:7]([C:16]1[CH:17]=[CH:18][CH:19]=[CH:20][CH:21]=1)[CH2:6][C:5]([N:4]([CH:1]([CH3:2])[CH3:3])[CH:23]([CH3:24])[CH3:25])=[O:22], predict the reactants needed to synthesize it. The reactants are: [CH:1]([N:4]([CH:23]([CH3:25])[CH3:24])[C:5](=[O:22])[CH2:6][CH:7]([C:16]1[CH:21]=[CH:20][CH:19]=[CH:18][CH:17]=1)OC1C=CC(C)=CC=1)([CH3:3])[CH3:2].[OH-:26].[Na+].